Dataset: Full USPTO retrosynthesis dataset with 1.9M reactions from patents (1976-2016). Task: Predict the reactants needed to synthesize the given product. (1) Given the product [CH2:18]([O:1][CH2:2][C:3]1([CH2:16][OH:17])[C:15]2[CH:14]=[CH:13][CH:12]=[CH:11][C:10]=2[C:9]2[C:4]1=[CH:5][CH:6]=[CH:7][CH:8]=2)[CH3:19], predict the reactants needed to synthesize it. The reactants are: [OH:1][CH2:2][C:3]1([CH2:16][OH:17])[C:15]2[CH:14]=[CH:13][CH:12]=[CH:11][C:10]=2[C:9]2[C:4]1=[CH:5][CH:6]=[CH:7][CH:8]=2.[CH2:18](I)[CH3:19]. (2) Given the product [CH2:19]([N:3]([CH2:1][CH3:2])[C:4]([C:6]1[CH:7]=[CH:8][CH:9]=[C:10]2[C:14]=1[NH:13][CH:12]=[C:11]2[CH2:15][C:16]([O:18][CH3:22])=[O:17])=[O:5])[CH3:20], predict the reactants needed to synthesize it. The reactants are: [CH2:1]([N:3]([CH2:19][CH3:20])[C:4]([C:6]1[CH:7]=[CH:8][CH:9]=[C:10]2[C:14]=1[NH:13][CH:12]=[C:11]2[CH2:15][C:16]([OH:18])=[O:17])=[O:5])[CH3:2].Cl.[CH3:22]O. (3) Given the product [CH2:31]([C:39]1[N:18]2[CH2:17][C@@H:16]([CH2:15][O:14][C:2]3[CH:3]=[CH:4][C:5]4[CH:6]5[CH:11]([CH2:10][CH2:9][CH2:8][CH2:7]5)[CH2:12][C:13]=4[CH:1]=3)[O:20][C:19]2=[N:21][C:28](=[O:40])[CH:27]=1)[CH3:30], predict the reactants needed to synthesize it. The reactants are: [CH:1]1[C:13]2[CH2:12][CH:11]3[CH:6]([CH2:7][CH2:8][CH2:9][CH2:10]3)[C:5]=2[CH:4]=[CH:3][C:2]=1[O:14][CH2:15][C@H:16]1[O:20][C:19]([NH2:21])=[N:18][CH2:17]1.C1O[C@H]1CCl.[CH:27]1[C:39]2CC3C(CCCC3)[C:31]=2[CH:30]=C[C:28]=1[OH:40].C(OCC)(=O)C#CCC. (4) Given the product [ClH:16].[OH:47][C:45]1[C:44]2[C:39](=[C:40]([NH:55][CH3:56])[CH:41]=[CH:42][CH:43]=2)[N:38]=[C:37]([C:35]([OH:36])=[O:34])[CH:46]=1, predict the reactants needed to synthesize it. The reactants are: COC(=O)C(NC1C=C([Cl:16])C=C(Cl)C=1OCC1C=CC=CC=1)=CC([O-])=O.C([O:34][C:35]([C:37]1[CH:46]=[C:45]([O:47]CC2C=CC=CC=2)[C:44]2[C:39](=[C:40]([N:55](CC3C=CC=CC=3)[CH3:56])[CH:41]=[CH:42][CH:43]=2)[N:38]=1)=[O:36])C1C=CC=CC=1.